This data is from Reaction yield outcomes from USPTO patents with 853,638 reactions. The task is: Predict the reaction yield, written as a fraction of the theoretical maximum amount of product (1.0 means a 100% yield; for example, 0.34 means a 34% yield). (1) The reactants are [N:1]12[CH2:8][CH2:7][C:4]([C:9]([C:17]3[CH:22]=[CH:21][CH:20]=[CH:19][CH:18]=3)([C:11]3[CH:16]=[CH:15][CH:14]=[CH:13][CH:12]=3)[OH:10])([CH2:5][CH2:6]1)[CH2:3][CH2:2]2.[Br:23][C:24]1[CH:29]=[C:28]([Br:30])[CH:27]=[CH:26][C:25]=1[O:31][CH2:32][CH2:33]Br. The catalyst is CC#N. The product is [Br-:23].[Br:23][C:24]1[CH:29]=[C:28]([Br:30])[CH:27]=[CH:26][C:25]=1[O:31][CH2:32][CH2:33][N+:1]12[CH2:6][CH2:5][C:4]([C:9]([OH:10])([C:17]3[CH:22]=[CH:21][CH:20]=[CH:19][CH:18]=3)[C:11]3[CH:12]=[CH:13][CH:14]=[CH:15][CH:16]=3)([CH2:3][CH2:2]1)[CH2:7][CH2:8]2. The yield is 0.438. (2) The reactants are [CH2:1]([C:8]1[C:9]([CH:19]=[O:20])=[N:10][C:11]2[C:16]([CH:17]=1)=[CH:15][CH:14]=[C:13]([Cl:18])[CH:12]=2)[C:2]1[CH:7]=[CH:6][CH:5]=[CH:4][CH:3]=1.[CH:21]([Mg]Cl)([CH3:23])[CH3:22]. The catalyst is C(Cl)Cl. The product is [CH2:1]([C:8]1[C:9]([CH:19]([OH:20])[CH:21]([CH3:23])[CH3:22])=[N:10][C:11]2[C:16]([CH:17]=1)=[CH:15][CH:14]=[C:13]([Cl:18])[CH:12]=2)[C:2]1[CH:3]=[CH:4][CH:5]=[CH:6][CH:7]=1. The yield is 0.300. (3) The reactants are BrC[C:3]1[C:4]([NH:10][C:11](=[O:17])[O:12][C:13](C)(C)C)=[N:5][CH:6]=[CH:7][C:8]=1[F:9].O. The catalyst is CS(C)=O. The product is [F:9][C:8]1[C:3]2[CH2:13][O:12][C:11](=[O:17])[NH:10][C:4]=2[N:5]=[CH:6][CH:7]=1. The yield is 0.300. (4) The reactants are C(OC(=O)[NH:10][C:11]1[C:12]([O:26][CH3:27])=[N:13][CH:14]=[C:15]([B:17]2[O:21][C:20]([CH3:23])([CH3:22])[C:19]([CH3:25])([CH3:24])[O:18]2)[CH:16]=1)C1C=CC=CC=1. The catalyst is CO.[OH-].[OH-].[Pd+2]. The product is [CH3:27][O:26][C:12]1[C:11]([NH2:10])=[CH:16][C:15]([B:17]2[O:21][C:20]([CH3:23])([CH3:22])[C:19]([CH3:25])([CH3:24])[O:18]2)=[CH:14][N:13]=1. The yield is 0.970. (5) The catalyst is CN(C=O)C.Cl[Pd](Cl)([P](C1C=CC=CC=1)(C1C=CC=CC=1)C1C=CC=CC=1)[P](C1C=CC=CC=1)(C1C=CC=CC=1)C1C=CC=CC=1.[Cu]I. The reactants are [CH3:1][C:2]([CH3:12])([C:10]#[CH:11])[CH2:3][O:4][CH:5]1[CH2:9][CH2:8][O:7][CH2:6]1.[CH3:13][O:14][C:15]([C:17]1[S:18][C:19](I)=[CH:20][C:21]=1[N:22]([CH:32]1[CH2:37][CH2:36][CH:35]([OH:38])[CH2:34][CH2:33]1)[C:23]([CH:25]1[CH2:30][CH2:29][CH:28]([CH3:31])[CH2:27][CH2:26]1)=[O:24])=[O:16].C(N(CC)CC)C. The product is [CH3:13][O:14][C:15]([C:17]1[S:18][C:19]([C:11]#[C:10][C:2]([CH3:12])([CH3:1])[CH2:3][O:4][CH:5]2[CH2:9][CH2:8][O:7][CH2:6]2)=[CH:20][C:21]=1[N:22]([CH:32]1[CH2:33][CH2:34][CH:35]([OH:38])[CH2:36][CH2:37]1)[C:23]([CH:25]1[CH2:30][CH2:29][CH:28]([CH3:31])[CH2:27][CH2:26]1)=[O:24])=[O:16]. The yield is 0.750. (6) The reactants are C[N:2](C([O:8]N1N=NC2C=CC=NC1=2)=[N+](C)C)C.F[P-](F)(F)(F)(F)F.Cl.[O:26]=[C:27]1[N:36]([C@H:37]([CH3:41])[C:38]([OH:40])=O)[CH:35]=[CH:34][C:33]2[N:32]=[CH:31][CH:30]=[CH:29][C:28]1=2.[F:42][C:43]1[C:44]([NH:55][NH2:56])=[N:45][CH:46]=[C:47]([C:49]2[O:53][N:52]=[C:51]([CH3:54])[CH:50]=2)[CH:48]=1.CCN(C(C)C)C(C)C. The catalyst is C(#N)C.CO. The product is [NH4+:2].[OH-:8].[F:42][C:43]1[C:44]([NH:55][NH:56][C:38](=[O:40])[C@H:37]([N:36]2[CH:35]=[CH:34][C:33]3[N:32]=[CH:31][CH:30]=[CH:29][C:28]=3[C:27]2=[O:26])[CH3:41])=[N:45][CH:46]=[C:47]([C:49]2[O:53][N:52]=[C:51]([CH3:54])[CH:50]=2)[CH:48]=1. The yield is 0.0100. (7) The reactants are [F:1][C:2]1[CH:3]=[C:4]2[C:8](=[CH:9][CH:10]=1)[NH:7][CH:6]=[C:5]2[CH2:11][CH2:12][NH:13][CH:14]1[CH2:23][C:22]2[C:17](=[CH:18][CH:19]=[CH:20][C:21]=2[O:24][CH3:25])[O:16][CH2:15]1.[CH:26](=O)[CH2:27][CH3:28].C(O)(=O)C.C([BH3-])#N.[Na+]. The catalyst is CO.CCCCCC.CCOC(C)=O. The product is [F:1][C:2]1[CH:3]=[C:4]2[C:8](=[CH:9][CH:10]=1)[NH:7][CH:6]=[C:5]2[CH2:11][CH2:12][N:13]([CH2:26][CH2:27][CH3:28])[CH:14]1[CH2:23][C:22]2[C:17](=[CH:18][CH:19]=[CH:20][C:21]=2[O:24][CH3:25])[O:16][CH2:15]1. The yield is 0.720. (8) The reactants are C(=O)([O-])[O-].[K+].[K+].[OH:7][C:8]1[CH:13]=[CH:12][C:11]([C:14]2([OH:33])[CH2:19][CH2:18][N:17]([C:20]3[CH:21]=[CH:22][C:23]4[N:24]([C:26]([C:29]([F:32])([F:31])[F:30])=[N:27][N:28]=4)[N:25]=3)[CH2:16][CH2:15]2)=[CH:10][CH:9]=1.Cl[CH2:35][C:36](=[O:38])[CH3:37]. The catalyst is CC(N(C)C)=O. The product is [OH:33][C:14]1([C:11]2[CH:12]=[CH:13][C:8]([O:7][CH2:35][C:36](=[O:38])[CH3:37])=[CH:9][CH:10]=2)[CH2:19][CH2:18][N:17]([C:20]2[CH:21]=[CH:22][C:23]3[N:24]([C:26]([C:29]([F:32])([F:31])[F:30])=[N:27][N:28]=3)[N:25]=2)[CH2:16][CH2:15]1. The yield is 0.800.